From a dataset of Full USPTO retrosynthesis dataset with 1.9M reactions from patents (1976-2016). Predict the reactants needed to synthesize the given product. (1) Given the product [F:14][CH:2]([F:1])[CH2:3][CH:4]1[CH2:13][C:12]2[C:7](=[CH:8][CH:9]=[CH:10][CH:11]=2)[NH:6][CH2:5]1, predict the reactants needed to synthesize it. The reactants are: [F:1][CH:2]([F:14])[CH2:3][C:4]1[CH:5]=[N:6][C:7]2[C:12]([CH:13]=1)=[CH:11][CH:10]=[CH:9][CH:8]=2.[BH3-]C#N.[Na+].B(F)(F)F.CCOCC.O. (2) Given the product [CH:29]([C:46]1[N:45]=[C:41]([O:42][C:29]2[C:30]3[C:35](=[CH:34][CH:33]=[CH:32][CH:31]=3)[C:26]([NH:25][C:36](=[O:39])[NH:48][C:49]3[C:50]([O:64][CH3:65])=[C:51]([NH:59][S:60]([CH3:63])(=[O:62])=[O:61])[CH:52]=[C:53]([C:55]([CH3:57])([CH3:58])[CH3:56])[CH:54]=3)=[CH:27][CH:28]=2)[CH:27]=[C:26]([CH3:35])[N:25]=1)([CH3:30])[CH3:28], predict the reactants needed to synthesize it. The reactants are: [C:26]1([NH:25]C2C=CN=C(OC3N=C([NH:25][C:26]4[C:35]5[C:30](=[CH:31][CH:32]=[CH:33][CH:34]=5)[CH:29]=[CH:28][CH:27]=4)C=CN=3)N=2)[C:35]2[C:30](=[CH:31][CH:32]=[CH:33][CH:34]=2)[CH:29]=[CH:28][CH:27]=1.[C:36](=[O:39])(O)[O-].[Na+].[C:41](Cl)(Cl)=[O:42].[N-:45]=[C:46]=O.[NH2:48][C:49]1[C:50]([O:64][CH3:65])=[C:51]([NH:59][S:60]([CH3:63])(=[O:62])=[O:61])[CH:52]=[C:53]([C:55]([CH3:58])([CH3:57])[CH3:56])[CH:54]=1. (3) Given the product [CH3:46][O:45][C:38]1[CH:39]=[C:40]([O:43][CH3:44])[CH:41]=[CH:42][C:37]=1[NH:36][C:34](=[O:35])[N:33]([CH2:47][CH2:48][CH2:49][CH2:50][CH2:51][CH2:52][CH3:53])[CH2:32][CH2:31][C:27]1[CH:28]=[CH:29][CH:30]=[C:25]([OH:24])[CH:26]=1, predict the reactants needed to synthesize it. The reactants are: [F-].C([N+](CCCC)(CCCC)CCCC)CCC.C([Si](C)(C)[O:24][C:25]1[CH:26]=[C:27]([CH2:31][CH2:32][N:33]([CH2:47][CH2:48][CH2:49][CH2:50][CH2:51][CH2:52][CH3:53])[C:34]([NH:36][C:37]2[CH:42]=[CH:41][C:40]([O:43][CH3:44])=[CH:39][C:38]=2[O:45][CH3:46])=[O:35])[CH:28]=[CH:29][CH:30]=1)(C)(C)C.O1CCCC1. (4) Given the product [C:15]([O:14][C:12]([N:9]1[CH2:8][CH2:7][O:6][C:5]2[CH:4]=[CH:3][C:2]([CH3:1])=[N:11][C:10]1=2)=[O:13])([CH3:18])([CH3:17])[CH3:16], predict the reactants needed to synthesize it. The reactants are: [CH3:1][C:2]1[CH:3]=[CH:4][C:5]2[O:6][CH2:7][CH2:8][NH:9][C:10]=2[N:11]=1.[C:12](O[C:12]([O:14][C:15]([CH3:18])([CH3:17])[CH3:16])=[O:13])([O:14][C:15]([CH3:18])([CH3:17])[CH3:16])=[O:13]. (5) Given the product [C:1]1([CH3:16])[CH:6]=[CH:5][CH:4]=[CH:3][C:2]=1[CH2:7][CH2:8][C:9]1[CH:14]=[CH:13][N:12]=[C:11]([NH2:15])[CH:10]=1, predict the reactants needed to synthesize it. The reactants are: [C:1]1([CH3:16])[CH:6]=[CH:5][CH:4]=[CH:3][C:2]=1[CH:7]=[CH:8][C:9]1[CH:14]=[CH:13][N:12]=[C:11]([NH2:15])[CH:10]=1. (6) Given the product [F:4][C:3]([F:6])([F:5])[C:1]([OH:7])=[O:2].[OH:7][C:1]([C:3]([F:6])([F:5])[F:4])=[O:2], predict the reactants needed to synthesize it. The reactants are: [C:1]([OH:7])([C:3]([F:6])([F:5])[F:4])=[O:2]. (7) The reactants are: [Cl:1][C:2]1[CH:23]=[CH:22][C:5]([O:6][C:7]([N:9]([CH3:21])[CH2:10][CH2:11][C@H:12]2[CH2:17][CH2:16][C@H:15]([C:18]([OH:20])=O)[CH2:14][CH2:13]2)=[O:8])=[CH:4][CH:3]=1.C(Cl)(=O)C(Cl)=O.[CH3:30][NH:31][CH2:32][CH2:33][CH2:34][OH:35].[Cl-].COC[P+](C1C=CC=CC=1)(C1C=CC=CC=1)C1C=CC=CC=1. Given the product [Cl:1][C:2]1[CH:3]=[CH:4][C:5]([O:6][C:7](=[O:8])[N:9]([CH2:10][CH2:11][C@H:12]2[CH2:13][CH2:14][C@H:15]([C:18](=[O:20])[N:31]([CH2:32][CH2:33][CH2:34][OH:35])[CH3:30])[CH2:16][CH2:17]2)[CH3:21])=[CH:22][CH:23]=1, predict the reactants needed to synthesize it. (8) Given the product [Cl:1][C:2]1[C:7]([Cl:8])=[CH:6][CH:5]=[CH:4][C:3]=1[C:9]1[CH:10]=[C:11]([CH:15]2[CH2:17][CH:16]2[NH:45][C:34](=[O:33])[O:57][CH2:50][C:51]2[CH:56]=[CH:55][CH:54]=[CH:53][CH:52]=2)[CH:12]=[N:13][CH:14]=1, predict the reactants needed to synthesize it. The reactants are: [Cl:1][C:2]1[C:7]([Cl:8])=[CH:6][CH:5]=[CH:4][C:3]=1[C:9]1[CH:10]=[C:11]([CH:15]2[CH2:17][CH:16]2C(OC)=O)[CH:12]=[N:13][CH:14]=1.[OH-].[Na+].C1(OP(N=[N+]=[N-])([O:33][C:34]2C=CC=CC=2)=O)C=CC=CC=1.C([N:45](CC)CC)C.[CH2:50]([OH:57])[C:51]1[CH:56]=[CH:55][CH:54]=[CH:53][CH:52]=1.C([O-])(O)=O.[Na+]. (9) Given the product [CH2:32]([O:31][C:29](=[O:30])[NH:11][CH2:10][C@@H:9]([OH:12])[C@@H:8]([NH:7][C:6]([O:5][C:1]([CH3:4])([CH3:2])[CH3:3])=[O:20])[CH2:13][C:14]1[CH:15]=[CH:16][CH:17]=[CH:18][CH:19]=1)[C:33]1[CH:38]=[CH:37][CH:36]=[CH:35][CH:34]=1, predict the reactants needed to synthesize it. The reactants are: [C:1]([O:5][C:6](=[O:20])[NH:7][C@@H:8]([CH2:13][C:14]1[CH:19]=[CH:18][CH:17]=[CH:16][CH:15]=1)[C@H:9]([OH:12])[CH2:10][NH2:11])([CH3:4])([CH3:3])[CH3:2].CCN(CC)CC.Cl[C:29]([O:31][CH2:32][C:33]1[CH:38]=[CH:37][CH:36]=[CH:35][CH:34]=1)=[O:30]. (10) Given the product [CH2:6]([N:40]([CH2:39][C:5]1[CH:10]=[CH:9][C:8]([NH:11][C:12](=[O:27])[C:13]2[CH:18]=[CH:17][C:16]([CH2:19][N:20]([CH2:21][C:22]3[NH:26][CH:25]=[CH:24][N:23]=3)[CH2:37][C:33]3[N:32]([CH3:31])[CH:36]=[CH:35][N:34]=3)=[CH:15][CH:14]=2)=[CH:7][CH:6]=1)[CH2:7][CH2:8][CH3:9])[CH2:5][CH3:10], predict the reactants needed to synthesize it. The reactants are: C(N(CCC)[C:5]1[CH:10]=[CH:9][C:8]([NH:11][C:12](=[O:27])[C:13]2[CH:18]=[CH:17][C:16]([CH2:19][NH:20][CH2:21][C:22]3[NH:23][CH:24]=[CH:25][N:26]=3)=[CH:15][CH:14]=2)=[CH:7][CH:6]=1)CC.[CH3:31][N:32]1[CH:36]=[CH:35][N:34]=[C:33]1[CH:37]=O.[C:39]([BH3-])#[N:40].[Na+].[OH-].[Na+].